This data is from Experimentally validated miRNA-target interactions with 360,000+ pairs, plus equal number of negative samples. The task is: Binary Classification. Given a miRNA mature sequence and a target amino acid sequence, predict their likelihood of interaction. (1) The miRNA is mmu-miR-130a-3p with sequence CAGUGCAAUGUUAAAAGGGCAU. The protein sequence of the target gene is MKLADSVMAGKASDGSIKWQLCYDISARTWWMDEFHPFIEALLPHVRAFAYTWFNLQARKRKYFKKHEKRMSKEEERAVKDELLSEKPEVKQKWASRLLAKLRKDIRPEYREDFVLTVTGKKPPCCVLSNPDQKGKMRRIDCLRQADKVWRLDLVMVILFKGIPLESTDGERLVKSPQCSNPGLCVQPHHIGVSVKELDLYLAYFVHAADSSQSESPSQPSEADIKDQPENGHLGFQDSFVTSGVFSVTELVRVSQTPIAAGTGPNFSLSDLESSSYYSMSPGAMRRSLPSTSSTSSTKR.... Result: 1 (interaction). (2) The protein sequence of the target gene is MDRLGPFSNDPSDKPPCRGCSSYLMEPYIKCAECGPPPFFLCLQCFTRGFEYKKHQSDHTYEIMTSDFPVLDPSWTAQEEMALLEAVMDCGFGNWQDVANQMCTKTKEECEKHYMKHFINNPLFASTLLNLKQAEEAKTADTAIPFHSTDDPPRPTFDSLLSRDMAGYMPARADFIEEFDNYAEWDLRDIDFVEDDSDILHALKMAVVDIYHSRLKERQRRKKIIRDHGLINLRKFQLMERRYPKEVQDLYETMRRFARIVGPVEHDKFIESHALEFELRREIKRLQEYRTAGITNFCSA.... Result: 0 (no interaction). The miRNA is hsa-miR-6503-3p with sequence GGGACUAGGAUGCAGACCUCC.